Predict which catalyst facilitates the given reaction. From a dataset of Catalyst prediction with 721,799 reactions and 888 catalyst types from USPTO. (1) Reactant: Br[C:2]1[CH:10]=[C:9]2[C:5]([C:6]([CH3:11])=[N:7][NH:8]2)=[CH:4][CH:3]=1.[B:12]1([B:12]2[O:16][C:15]([CH3:18])([CH3:17])[C:14]([CH3:20])([CH3:19])[O:13]2)[O:16][C:15]([CH3:18])([CH3:17])[C:14]([CH3:20])([CH3:19])[O:13]1.C([O-])(=O)C.[K+].C(Cl)Cl. Product: [CH3:11][C:6]1[C:5]2[C:9](=[CH:10][C:2]([B:12]3[O:16][C:15]([CH3:18])([CH3:17])[C:14]([CH3:20])([CH3:19])[O:13]3)=[CH:3][CH:4]=2)[NH:8][N:7]=1. The catalyst class is: 75. (2) Reactant: O.C1(C)C=CC(S(O)(=O)=O)=CC=1.[O:13]1[CH:18]=[CH:17][CH2:16][CH2:15][CH2:14]1.[Cl:19][C:20]1[C:25]2[CH:26]=[N:27][NH:28][C:24]=2[CH:23]=[C:22]([CH3:29])[N:21]=1. Product: [Cl:19][C:20]1[C:25]2[CH:26]=[N:27][N:28]([CH:18]3[CH2:17][CH2:16][CH2:15][CH2:14][O:13]3)[C:24]=2[CH:23]=[C:22]([CH3:29])[N:21]=1. The catalyst class is: 4. (3) Reactant: Cl[C:2]1[N:7]=[C:6]([NH:8][C:9]2[CH:10]=[C:11]([CH2:15][CH2:16][OH:17])[CH:12]=[CH:13][CH:14]=2)[C:5]([Cl:18])=[CH:4][N:3]=1.[NH2:19][C:20]1[CH:21]=[C:22]([OH:26])[CH:23]=[CH:24][CH:25]=1.O.C1(C)C=CC(S(O)(=O)=O)=CC=1.C(=O)([O-])[O-].[K+].[K+]. Product: [Cl:18][C:5]1[C:6]([NH:8][C:9]2[CH:14]=[CH:13][CH:12]=[C:11]([CH2:15][CH2:16][OH:17])[CH:10]=2)=[N:7][C:2]([NH:19][C:20]2[CH:21]=[C:22]([OH:26])[CH:23]=[CH:24][CH:25]=2)=[N:3][CH:4]=1. The catalyst class is: 12. (4) Reactant: [F:1][C:2]1[CH:16]=[C:15]([C:17]2[N:21]=[C:20]([C:22]3[CH:27]=[CH:26][C:25]([N:28]4[CH2:33][CH2:32][CH2:31][CH2:30][CH:29]4[CH3:34])=[C:24]([CH2:35][O:36][CH3:37])[CH:23]=3)[O:19][N:18]=2)[CH:14]=[CH:13][C:3]=1[O:4][CH2:5][C:6]([O:8]C(C)(C)C)=[O:7].[ClH:38]. Product: [ClH:38].[F:1][C:2]1[CH:16]=[C:15]([C:17]2[N:21]=[C:20]([C:22]3[CH:27]=[CH:26][C:25]([N:28]4[CH2:33][CH2:32][CH2:31][CH2:30][CH:29]4[CH3:34])=[C:24]([CH2:35][O:36][CH3:37])[CH:23]=3)[O:19][N:18]=2)[CH:14]=[CH:13][C:3]=1[O:4][CH2:5][C:6]([OH:8])=[O:7]. The catalyst class is: 12. (5) Reactant: [CH3:1][C:2]1[CH:7]=[CH:6][C:5]([OH:8])=[C:4]([N+:9]([O-:11])=[O:10])[CH:3]=1.[OH-].[K+].[CH2:14]([CH:16]([CH2:19][CH2:20][CH2:21][CH3:22])[CH2:17]Br)[CH3:15].O. Product: [CH2:14]([CH:16]([CH2:19][CH2:20][CH2:21][CH3:22])[CH2:17][O:8][C:5]1[CH:6]=[CH:7][C:2]([CH3:1])=[CH:3][C:4]=1[N+:9]([O-:11])=[O:10])[CH3:15]. The catalyst class is: 194. (6) Reactant: [I:1][C:2]1[CH:7]=[CH:6][N:5]=[C:4]([CH:8]([CH2:11][CH3:12])[C:9]#[N:10])[CH:3]=1.I[CH2:14][CH3:15].NC1N=CC(C2C=CN=C(C3(C#N)CCOCC3)C=2)=NC=1C1ON=C(C2C=CC(CNC)=CC=2)C=1. The catalyst class is: 93. Product: [CH2:11]([C:8]([C:4]1[CH:3]=[C:2]([I:1])[CH:7]=[CH:6][N:5]=1)([CH2:14][CH3:15])[C:9]#[N:10])[CH3:12].